This data is from Peptide-MHC class I binding affinity with 185,985 pairs from IEDB/IMGT. The task is: Regression. Given a peptide amino acid sequence and an MHC pseudo amino acid sequence, predict their binding affinity value. This is MHC class I binding data. (1) The peptide sequence is IAASIILEF. The MHC is HLA-B53:01 with pseudo-sequence HLA-B53:01. The binding affinity (normalized) is 0.698. (2) The binding affinity (normalized) is 0.335. The MHC is HLA-A02:01 with pseudo-sequence HLA-A02:01. The peptide sequence is LVITYCLVT. (3) The peptide sequence is ETFGFEIQSY. The MHC is HLA-A01:01 with pseudo-sequence HLA-A01:01. The binding affinity (normalized) is 0.508. (4) The peptide sequence is IFDDLQGSL. The MHC is HLA-B15:17 with pseudo-sequence HLA-B15:17. The binding affinity (normalized) is 0.0847. (5) The peptide sequence is YAIKVSARV. The MHC is Patr-B0101 with pseudo-sequence Patr-B0101. The binding affinity (normalized) is 0.260. (6) The peptide sequence is KFLEFSNRVY. The MHC is HLA-A03:01 with pseudo-sequence HLA-A03:01. The binding affinity (normalized) is 0.0211. (7) The peptide sequence is IEELRRHLL. The MHC is HLA-A68:01 with pseudo-sequence HLA-A68:01. The binding affinity (normalized) is 0.